From a dataset of Catalyst prediction with 721,799 reactions and 888 catalyst types from USPTO. Predict which catalyst facilitates the given reaction. (1) The catalyst class is: 6. Product: [OH:36][C@@H:30]1[CH2:31][C@H:10]([N:15]2[C:16](=[O:25])[C:17]3[C:18](=[CH:21][CH:22]=[CH:23][CH:24]=3)[C:19]2=[O:20])[C:33]([CH3:34])([CH3:32])[CH2:28][CH2:29]1. Reactant: C(#N)C.C(=O)([O-])[O-].[K+].[K+].[C:10]([N:15]1[C:19](=[O:20])[C:18]2=[CH:21][CH:22]=[CH:23][CH:24]=[C:17]2[C:16]1=[O:25])(OCC)=O.Cl.N[C@@H:28]1[C:33](C)([CH3:34])[CH2:32][CH2:31][C@H:30]([OH:36])[CH2:29]1. (2) Reactant: C[C:2]1(C)[O:7][C:6]2[CH:8]=[CH:9][C:10]([C@@H:12]([OH:53])[CH2:13][NH:14][CH2:15][CH2:16][C:17]3[CH:18]=[C:19]([CH:50]=[CH:51][CH:52]=3)[CH2:20][O:21][CH2:22][CH2:23][C:24]3[CH:25]=[C:26]([S:30]([N:33](COCC[Si](C)(C)C)COCC[Si](C)(C)C)(=[O:32])=[O:31])[CH:27]=[CH:28][CH:29]=3)=[CH:11][C:5]=2[CH2:4][O:3]1. Product: [OH:53][C@H:12]([C:10]1[CH:9]=[CH:8][C:6]([OH:7])=[C:5]([CH2:4][OH:3])[CH:11]=1)[CH2:13][NH:14][CH2:15][CH2:16][C:17]1[CH:18]=[C:19]([CH:50]=[CH:51][CH:52]=1)[CH2:20][O:21][CH2:22][CH2:23][C:24]1[CH:25]=[C:26]([S:30]([NH2:33])(=[O:32])=[O:31])[CH:27]=[CH:28][CH:29]=1.[CH:2]([OH:7])=[O:3]. The catalyst class is: 86. (3) Reactant: [CH3:1][N:2]1[CH:6]=[CH:5][N:4]=[CH:3]1.[Li]CCCC.CCCCCC.[O:18]=[C:19]1[CH2:24][CH2:23][N:22]([C:25]([O:27][C:28]([CH3:31])([CH3:30])[CH3:29])=[O:26])[CH2:21][CH2:20]1. Product: [OH:18][C:19]1([C:3]2[N:2]([CH3:1])[CH:6]=[CH:5][N:4]=2)[CH2:20][CH2:21][N:22]([C:25]([O:27][C:28]([CH3:31])([CH3:30])[CH3:29])=[O:26])[CH2:23][CH2:24]1. The catalyst class is: 1.